This data is from TCR-epitope binding with 47,182 pairs between 192 epitopes and 23,139 TCRs. The task is: Binary Classification. Given a T-cell receptor sequence (or CDR3 region) and an epitope sequence, predict whether binding occurs between them. (1) The epitope is LLSAGIFGA. The TCR CDR3 sequence is CASLGLPIYNEQFF. Result: 0 (the TCR does not bind to the epitope). (2) The epitope is RPHERNGFTVL. The TCR CDR3 sequence is CASSKQASGGDEQYF. Result: 0 (the TCR does not bind to the epitope). (3) The epitope is FLYALALLL. The TCR CDR3 sequence is CASLELAGGQETQYF. Result: 0 (the TCR does not bind to the epitope). (4) The epitope is IPSINVHHY. The TCR CDR3 sequence is CSVEGSEDYGYTF. Result: 1 (the TCR binds to the epitope).